Task: Predict which catalyst facilitates the given reaction.. Dataset: Catalyst prediction with 721,799 reactions and 888 catalyst types from USPTO (1) Product: [Br:1][C:2]1[CH:3]=[C:4]([C:8]2[C:9]([C:14]3[CH:19]=[CH:18][N:17]=[CH:16][CH:15]=3)=[C:10]3[S:13][CH2:21][CH2:22][CH2:23][N:11]3[N:12]=2)[CH:5]=[CH:6][CH:7]=1. The catalyst class is: 6. Reactant: [Br:1][C:2]1[CH:3]=[C:4]([C:8]2[C:9]([C:14]3[CH:19]=[CH:18][N:17]=[CH:16][CH:15]=3)=[C:10]([SH:13])[NH:11][N:12]=2)[CH:5]=[CH:6][CH:7]=1.Br[CH2:21][CH2:22][CH2:23]Br.C([O-])([O-])=O.[K+].[K+].CN(C=O)C. (2) Reactant: C([O:3][C:4](=[O:28])[CH:5]([C:10]1[CH:11]=[C:12]([C:21]2[CH:26]=[CH:25][CH:24]=[C:23]([CH3:27])[CH:22]=2)[C:13]([O:16][CH2:17][CH:18]2[CH2:20][CH2:19]2)=[CH:14][CH:15]=1)[CH2:6][CH:7]([CH3:9])[CH3:8])C.O.[OH-].[Li+]. Product: [CH:18]1([CH2:17][O:16][C:13]2[C:12]([C:21]3[CH:26]=[CH:25][CH:24]=[C:23]([CH3:27])[CH:22]=3)=[CH:11][C:10]([CH:5]([CH2:6][CH:7]([CH3:9])[CH3:8])[C:4]([OH:28])=[O:3])=[CH:15][CH:14]=2)[CH2:19][CH2:20]1. The catalyst class is: 200. (3) Reactant: [NH:1]1[C:9]2[C:4](=[CH:5][CH:6]=[CH:7][CH:8]=2)[CH2:3][C:2]1=[O:10].C[Si](C)(C)N[Si](C)(C)C.[Na].[NH2:21][C:22]1[CH:31]=[C:30]2[C:25]([CH2:26][O:27][C:28]2=O)=[CH:24][CH:23]=1.Cl. The catalyst class is: 3. Product: [NH2:21][C:22]1[CH:31]=[C:30]2[C:25]([CH2:26][O:27][C:28]2=[C:3]2[C:4]3[C:9](=[CH:8][CH:7]=[CH:6][CH:5]=3)[NH:1][C:2]2=[O:10])=[CH:24][CH:23]=1. (4) Reactant: [NH2:1][C@H:2]([C:24]([OH:26])=O)[CH2:3][CH2:4][CH2:5][NH:6][C:7](=[NH:23])[N:8](C(OC(C)(C)C)=O)C(OC(C)(C)C)=O.[OH:27][C:28]1[CH:29]=[C:30]([CH:34]=[C:35]([OH:38])[C:36]=1[Br:37])[C:31]([OH:33])=O.CC(C)[N:41]=C=NC(C)C.C1C=CC2N(O)N=NC=2C=1.C1(P(C2C=CC=CC=2)C2C=CC=CC=2)C=CC=CC=1.[Cl:77][C:78]1[CH:83]=[C:82]([Cl:84])[CH:81]=[CH:80][C:79]=1[CH2:85][CH2:86]O.CC(OC(/N=N/C(OC(C)C)=O)=O)C. Product: [Br:37][C:36]1[C:35]([OH:38])=[CH:34][C:30]([C:31]([NH:1][C@H:2]([C:24](=[O:26])[NH2:41])[CH2:3][CH2:4][CH2:5][NH:6][C:7]([NH2:8])=[NH:23])=[O:33])=[CH:29][C:28]=1[O:27][CH2:86][CH2:85][C:79]1[CH:80]=[CH:81][C:82]([Cl:84])=[CH:83][C:78]=1[Cl:77]. The catalyst class is: 198. (5) Reactant: [Cl:1][C:2]1[CH:7]=[CH:6][C:5]([S:8]([NH:11][C:12]2[C:13]([C:19]([NH:21][NH2:22])=O)=[N:14][CH:15]=[C:16]([Cl:18])[CH:17]=2)(=[O:10])=[O:9])=[CH:4][C:3]=1[C:23]([F:26])([F:25])[F:24].[NH2:27][C:28]1[C:32]([CH2:33]O)=[CH:31][NH:30][N:29]=1.N[C:36]1C(C(OCC)=O)=CNN=1.[H-].[H-].[H-].[H-].[Li+].[Al+3]. Product: [Cl:1][C:2]1[CH:7]=[CH:6][C:5]([S:8]([NH:11][C:12]2[C:13]([C:19]3[N:27]([C:28]4[C:32]([CH3:33])=[CH:31][NH:30][N:29]=4)[CH:36]=[N:22][N:21]=3)=[N:14][CH:15]=[C:16]([Cl:18])[CH:17]=2)(=[O:10])=[O:9])=[CH:4][C:3]=1[C:23]([F:26])([F:25])[F:24]. The catalyst class is: 1.